From a dataset of Catalyst prediction with 721,799 reactions and 888 catalyst types from USPTO. Predict which catalyst facilitates the given reaction. (1) Reactant: [F:1][C:2]([F:20])([F:19])[C:3]([N:5]1[CH2:11][CH:10]([CH3:12])[C:9]2[CH:13]=[CH:14][C:15]([O:17][CH3:18])=[CH:16][C:8]=2[CH2:7][CH2:6]1)=[O:4].[Br:21]N1C(=O)CCC1=O. Product: [F:20][C:2]([F:1])([F:19])[C:3]([N:5]1[CH2:11][CH:10]([CH3:12])[C:9]2[CH:13]=[C:14]([Br:21])[C:15]([O:17][CH3:18])=[CH:16][C:8]=2[CH2:7][CH2:6]1)=[O:4]. The catalyst class is: 290. (2) Reactant: [Cl:1][C:2]1[CH:7]=[CH:6][C:5]([NH:8][C:9](=[O:22])[CH2:10][C@H:11]([CH:16]2[CH2:21][CH2:20][CH2:19][CH2:18][CH2:17]2)[C:12]([O:14]C)=[O:13])=[CH:4][CH:3]=1.[OH-].[Na+]. Product: [Cl:1][C:2]1[CH:3]=[CH:4][C:5]([NH:8][C:9](=[O:22])[CH2:10][C@H:11]([CH:16]2[CH2:21][CH2:20][CH2:19][CH2:18][CH2:17]2)[C:12]([OH:14])=[O:13])=[CH:6][CH:7]=1. The catalyst class is: 92. (3) Reactant: [Br:1][C:2]1[C:10]2[C:9](N)=[N:8][CH:7]=[N:6][C:5]=2[O:4][C:3]=1[C:12]1[CH:17]=[CH:16][CH:15]=[CH:14][CH:13]=1.[ClH:18].O1CCOCC1.N(OCCC(C)C)=O. Product: [Br:1][C:2]1[C:10]2[C:9]([Cl:18])=[N:8][CH:7]=[N:6][C:5]=2[O:4][C:3]=1[C:12]1[CH:17]=[CH:16][CH:15]=[CH:14][CH:13]=1. The catalyst class is: 146. (4) Reactant: [O:1]1[C:5]([C:6]2[CH:11]=[CH:10][C:9]([NH:12][C:13]3[N:14]=[C:15](OS(C(F)(F)F)(=O)=O)[C:16]4[CH2:22][N:21]([C:23]([O:25][C:26]([CH3:29])([CH3:28])[CH3:27])=[O:24])[CH2:20][CH2:19][C:17]=4[N:18]=3)=[CH:8][CH:7]=2)=[CH:4][N:3]=[CH:2]1.[NH2:38][CH2:39][CH:40]1[CH2:45][CH2:44][O:43][CH2:42][CH2:41]1. Product: [O:1]1[C:5]([C:6]2[CH:11]=[CH:10][C:9]([NH:12][C:13]3[N:14]=[C:15]([NH:38][CH2:39][CH:40]4[CH2:45][CH2:44][O:43][CH2:42][CH2:41]4)[C:16]4[CH2:22][N:21]([C:23]([O:25][C:26]([CH3:29])([CH3:27])[CH3:28])=[O:24])[CH2:20][CH2:19][C:17]=4[N:18]=3)=[CH:8][CH:7]=2)=[CH:4][N:3]=[CH:2]1. The catalyst class is: 3. (5) Reactant: [CH2:1]([O:3][C:4](=[O:42])[CH2:5][C:6]1[CH:11]=[CH:10][CH:9]=[C:8]([O:12][CH2:13]/[CH:14]=[CH:15]/[C:16]#[C:17][C:18]2[CH:23]=[CH:22][C:21]([C:24]#[C:25]/[CH:26]=[CH:27]/[CH2:28][O:29][C:30]3[CH:35]=[CH:34][CH:33]=[C:32]([CH2:36][C:37]([O:39]CC)=[O:38])[CH:31]=3)=[CH:20][CH:19]=2)[CH:7]=1)[CH3:2].[OH-].[Na+].Cl.C(OCC)(=O)C. The catalyst class is: 219. Product: [CH2:1]([O:3][C:4]([CH2:5][C:6]1[CH:7]=[C:8]([CH:9]=[CH:10][CH:11]=1)[O:12][CH2:13]/[CH:14]=[CH:15]/[C:16]#[C:17][C:18]1[CH:23]=[CH:22][C:21]([C:24]#[C:25]/[CH:26]=[CH:27]/[CH2:28][O:29][C:30]2[CH:31]=[C:32]([CH2:36][C:37]([OH:39])=[O:38])[CH:33]=[CH:34][CH:35]=2)=[CH:20][CH:19]=1)=[O:42])[CH3:2]. (6) Reactant: Cl[C:2]1[C:7]2[CH2:8][CH2:9][N:10]([C:11]([N:13]([CH3:15])[CH3:14])=[O:12])[C:6]=2[CH:5]=[CH:4][N:3]=1.C(=[NH:29])(C1C=CC=CC=1)C1C=CC=CC=1.CC([O-])(C)C.[Na+].C1C=CC(P(C2C(C3C(P(C4C=CC=CC=4)C4C=CC=CC=4)=CC=C4C=3C=CC=C4)=C3C(C=CC=C3)=CC=2)C2C=CC=CC=2)=CC=1.N#N. Product: [NH2:29][C:2]1[C:7]2[CH2:8][CH2:9][N:10]([C:11]([N:13]([CH3:15])[CH3:14])=[O:12])[C:6]=2[CH:5]=[CH:4][N:3]=1. The catalyst class is: 101. (7) The catalyst class is: 5. Product: [CH3:12][O:11][C:7]1[N:6]=[C:5]([CH2:3][OH:2])[CH:10]=[CH:9][CH:8]=1. Reactant: C[O:2][C:3]([C:5]1[CH:10]=[CH:9][CH:8]=[C:7]([O:11][CH3:12])[N:6]=1)=O.[BH4-].[Na+].